The task is: Predict the product of the given reaction.. This data is from Forward reaction prediction with 1.9M reactions from USPTO patents (1976-2016). (1) Given the reactants [N:1]1([CH2:6][C:7]2[CH:12]=[CH:11][C:10]([N:13]3[CH2:18][CH2:17][CH:16]([CH:19]=O)[CH2:15][CH2:14]3)=[CH:9][CH:8]=2)[CH2:5][CH2:4][CH2:3][CH2:2]1.[OH:21][CH:22]1[CH2:27][CH2:26][NH:25][CH2:24][CH2:23]1, predict the reaction product. The product is: [N:1]1([CH2:6][C:7]2[CH:12]=[CH:11][C:10]([N:13]3[CH2:14][CH2:15][CH:16]([CH2:19][N:25]4[CH2:26][CH2:27][CH:22]([OH:21])[CH2:23][CH2:24]4)[CH2:17][CH2:18]3)=[CH:9][CH:8]=2)[CH2:2][CH2:3][CH2:4][CH2:5]1. (2) Given the reactants [CH3:1][C:2]([Si:5]([CH3:16])([CH3:15])[O:6][CH2:7][C:8]1[CH:13]=[CH:12][NH:11][C:10](=[O:14])[CH:9]=1)([CH3:4])[CH3:3].Br[C:18]1[CH:19]=[CH:20][C:21]([N:24]2[CH2:28][CH2:27][CH:26]([N:29]([CH3:31])[CH3:30])[CH2:25]2)=[N:22][CH:23]=1.CN[C@@H]1CCCC[C@H]1NC.C(=O)([O-])[O-].[K+].[K+], predict the reaction product. The product is: [CH3:30][N:29]([CH3:31])[CH:26]1[CH2:27][CH2:28][N:24]([C:21]2[N:22]=[CH:23][C:18]([N:11]3[CH:12]=[CH:13][C:8]([CH2:7][O:6][Si:5]([C:2]([CH3:1])([CH3:3])[CH3:4])([CH3:16])[CH3:15])=[CH:9][C:10]3=[O:14])=[CH:19][CH:20]=2)[CH2:25]1.